From a dataset of Reaction yield outcomes from USPTO patents with 853,638 reactions. Predict the reaction yield, written as a fraction of the theoretical maximum amount of product (1.0 means a 100% yield; for example, 0.34 means a 34% yield). (1) The reactants are Br[CH2:2][CH2:3][O:4][CH2:5][CH2:6][O:7][C:8]1[CH:17]=[C:16]2[C:11]([C:12]([NH:18][C:19]3[CH:24]=[CH:23][C:22]([Cl:25])=[CH:21][C:20]=3[F:26])=[N:13][CH:14]=[N:15]2)=[CH:10][C:9]=1[O:27][CH3:28].[CH3:29][N:30]1[CH2:35][CH2:34][NH:33][CH2:32][CH2:31]1. No catalyst specified. The product is [ClH:25].[Cl:25][C:22]1[CH:23]=[CH:24][C:19]([NH:18][C:12]2[C:11]3[C:16](=[CH:17][C:8]([O:7][CH2:6][CH2:5][O:4][CH2:3][CH2:2][N:33]4[CH2:34][CH2:35][N:30]([CH3:29])[CH2:31][CH2:32]4)=[C:9]([O:27][CH3:28])[CH:10]=3)[N:15]=[CH:14][N:13]=2)=[C:20]([F:26])[CH:21]=1. The yield is 0.280. (2) The reactants are [Br:1][C:2]1[CH:7]=[CH:6][C:5]([OH:8])=[CH:4][N:3]=1.[H-].[Na+].Br[CH2:12][CH2:13][O:14][CH3:15].O. The catalyst is CN(C=O)C. The product is [Br:1][C:2]1[CH:7]=[CH:6][C:5]([O:8][CH2:12][CH2:13][O:14][CH3:15])=[CH:4][N:3]=1. The yield is 0.420. (3) The reactants are [CH2:1]([C:3]1[N:12]([CH3:13])[C:11](=[O:14])[C:10]2[C:5](=[CH:6][CH:7]=[CH:8][CH:9]=2)[N:4]=1)[CH3:2].C([O-])(=O)C.[Na+].[Br:20]Br. The catalyst is C(O)(=O)C. The product is [Br:20][CH:1]([C:3]1[N:12]([CH3:13])[C:11](=[O:14])[C:10]2[C:5](=[CH:6][CH:7]=[CH:8][CH:9]=2)[N:4]=1)[CH3:2]. The yield is 0.790. (4) The reactants are [N+:1]([C:4]1[C:5]([C:13]([O:15][CH3:16])=[O:14])=[N:6][NH:7][C:8]=1[C:9]([O:11][CH3:12])=[O:10])([O-:3])=[O:2].Br[CH2:18][CH2:19][NH:20][C:21](=[O:27])[O:22][C:23]([CH3:26])([CH3:25])[CH3:24].C(=O)([O-])[O-].[K+].[K+]. The catalyst is O. The product is [C:23]([O:22][C:21]([NH:20][CH2:19][CH2:18][N:7]1[C:8]([C:9]([O:11][CH3:12])=[O:10])=[C:4]([N+:1]([O-:3])=[O:2])[C:5]([C:13]([O:15][CH3:16])=[O:14])=[N:6]1)=[O:27])([CH3:26])([CH3:25])[CH3:24]. The yield is 0.810. (5) The reactants are C(=O)([O-])[O-].[K+].[K+].[CH2:7](I)[CH3:8].[CH3:10][C:11]1([CH3:29])[O:15][N:14]=[C:13]([S:16][CH2:17][C:18]2[C:19]([OH:28])=[N:20][N:21]([CH3:27])[C:22]=2[C:23]([F:26])([F:25])[F:24])[CH2:12]1.O. The catalyst is CN(C)C=O. The product is [CH3:10][C:11]1([CH3:29])[O:15][N:14]=[C:13]([S:16][CH2:17][C:18]2[C:19]([O:28][CH2:7][CH3:8])=[N:20][N:21]([CH3:27])[C:22]=2[C:23]([F:26])([F:25])[F:24])[CH2:12]1. The yield is 0.920. (6) The reactants are [C:1]1([C:7]2[CH:8]=[C:9]3[C:13](=[C:14]([C:16]([NH2:18])=[O:17])[CH:15]=2)[NH:12][CH:11]=[C:10]3[CH:19]2[CH2:24][CH2:23][NH:22][CH2:21][CH2:20]2)[CH:6]=[CH:5][CH:4]=[CH:3][CH:2]=1.[CH3:25][N:26]1[CH:30]=[C:29]([S:31](Cl)(=[O:33])=[O:32])[N:28]=[CH:27]1.C(N(CC)CC)C. The catalyst is C(Cl)Cl. The product is [CH3:25][N:26]1[CH:30]=[C:29]([S:31]([N:22]2[CH2:23][CH2:24][CH:19]([C:10]3[C:9]4[C:13](=[C:14]([C:16]([NH2:18])=[O:17])[CH:15]=[C:7]([C:1]5[CH:2]=[CH:3][CH:4]=[CH:5][CH:6]=5)[CH:8]=4)[NH:12][CH:11]=3)[CH2:20][CH2:21]2)(=[O:33])=[O:32])[N:28]=[CH:27]1. The yield is 0.390. (7) The reactants are C1(=O)O[CH:6](C2C=CC=CC=2)[O:5][C:3](=[O:4])C1.[H-].[Na+].[F:17][C:18]1[CH:23]=[CH:22][C:21]([CH3:24])=[C:20]([N+:25]([O-:27])=[O:26])[CH:19]=1.[CH3:28][CH2:29][CH2:30][CH2:31][CH2:32][CH3:33].[C:34]([O:37][CH2:38]C)(=[O:36])[CH3:35].[CH3:40]N(C=O)C. No catalyst specified. The product is [F:17][C:18]1[CH:23]=[CH:22][C:21]([CH2:24][CH:40]([CH:35]([C:34]([O:37][CH3:38])=[O:36])[C:3]([O:5][CH3:6])=[O:4])[C:30]2[CH:29]=[CH:28][CH:33]=[CH:32][CH:31]=2)=[C:20]([N+:25]([O-:27])=[O:26])[CH:19]=1. The yield is 0.300. (8) The reactants are [OH-].[Na+].[CH2:3]([OH:9])[CH2:4][CH2:5][CH2:6][CH:7]=[CH2:8].Br[CH2:11][C:12]([O:14][C:15]([CH3:18])([CH3:17])[CH3:16])=[O:13]. The catalyst is S([O-])(O)(=O)=O.C([N+](CCCC)(CCCC)CCCC)CCC.O.C1(C)C=CC=CC=1.CCCCCCC. The product is [CH2:3]([O:9][CH2:11][C:12]([O:14][C:15]([CH3:18])([CH3:17])[CH3:16])=[O:13])[CH2:4][CH2:5][CH2:6][CH:7]=[CH2:8]. The yield is 0.330.